From a dataset of Forward reaction prediction with 1.9M reactions from USPTO patents (1976-2016). Predict the product of the given reaction. (1) Given the reactants Br[C:2]1[CH:3]=[CH:4][C:5]2[O:11][CH2:10][CH2:9][N:8]([C:12]([O:14][C:15]([CH3:18])([CH3:17])[CH3:16])=[O:13])[CH2:7][C:6]=2[CH:19]=1.[N:20]1[C:29]2[C:24](=[CH:25][CH:26]=[CH:27][CH:28]=2)[CH:23]=[C:22](B(O)O)[CH:21]=1.C(=O)([O-])[O-].[K+].[K+].O, predict the reaction product. The product is: [N:20]1[C:29]2[C:24](=[CH:25][CH:26]=[CH:27][CH:28]=2)[CH:23]=[C:22]([C:2]2[CH:3]=[CH:4][C:5]3[O:11][CH2:10][CH2:9][N:8]([C:12]([O:14][C:15]([CH3:18])([CH3:17])[CH3:16])=[O:13])[CH2:7][C:6]=3[CH:19]=2)[CH:21]=1. (2) Given the reactants [Cl:1][C:2]1[CH:7]=[CH:6][CH:5]=[CH:4][C:3]=1[C:8]1[C:9](=[O:24])[N:10]([C:18]2[CH:23]=[CH:22][CH:21]=[CH:20][CH:19]=2)[CH:11]=[C:12]([C:14](OC)=[O:15])[CH:13]=1.BrC1C(=O)N(C2C=CC=CC=2)C=C(C(OC)=O)C=1.[H-].C([Al+]C(C)C)(C)C.Cl.C(=O)([O-])O.[Na+], predict the reaction product. The product is: [Cl:1][C:2]1[CH:7]=[CH:6][CH:5]=[CH:4][C:3]=1[C:8]1[C:9](=[O:24])[N:10]([C:18]2[CH:19]=[CH:20][CH:21]=[CH:22][CH:23]=2)[CH:11]=[C:12]([CH2:14][OH:15])[CH:13]=1. (3) The product is: [CH3:31][O:32][C:21](=[O:38])[C:22]1[CH:23]=[CH:24][C:25]([O:8][C:5]2[N:6]=[CH:7][C:2]([Br:1])=[CH:3][N:4]=2)=[CH:26][CH:27]=1. Given the reactants [Br:1][C:2]1[CH:3]=[N:4][C:5]([O:8]N2C3=NC=CC=C3N=N2)=[N:6][CH:7]=1.C([CH2:21][C:22]1[CH:27]=[CH:26][C:25](B(O)O)=[CH:24][CH:23]=1)(O)=O.[C:31]([O-])([O-])=[O:32].[Cs+].[Cs+].C[O:38]CCOC, predict the reaction product. (4) The product is: [CH3:30][O:31][C:32](=[O:36])[CH2:33][CH2:34][NH:35][C:18](=[O:19])[C:17]1[CH:16]=[CH:15][C:14]([CH:9]([S:8][C:5]2[CH:4]=[CH:3][C:2]([Br:1])=[CH:7][CH:6]=2)[CH2:10][CH:11]([CH3:13])[CH3:12])=[CH:22][CH:21]=1. Given the reactants [Br:1][C:2]1[CH:7]=[CH:6][C:5]([S:8][CH:9]([C:14]2[CH:22]=[CH:21][C:17]([C:18](O)=[O:19])=[CH:16][CH:15]=2)[CH2:10][CH:11]([CH3:13])[CH3:12])=[CH:4][CH:3]=1.C(N(CC)CC)C.[CH3:30][O:31][C:32](=[O:36])[CH2:33][CH2:34][NH2:35].CCN=C=NCCCN(C)C, predict the reaction product. (5) Given the reactants [F:1][C:2]1[CH:7]=[CH:6][C:5](/[CH:8]=[CH:9]/[C:10]2[CH:15]=[CH:14][C:13]([F:16])=[CH:12][CH:11]=2)=[CH:4][C:3]=1[C@:17]1([CH3:34])[CH2:25][C:21]2([CH2:24][CH2:23][CH2:22]2)[O:20][C:19]([NH:26][C:27](=[O:33])[O:28][C:29]([CH3:32])([CH3:31])[CH3:30])=[N:18]1.C(O)(C(F)(F)F)=O, predict the reaction product. The product is: [F:1][C:2]1[CH:7]=[CH:6][C:5](/[CH:8]=[CH:9]/[C:10]2[CH:11]=[CH:12][C:13]([F:16])=[CH:14][CH:15]=2)=[CH:4][C:3]=1[C@:17]1([CH3:34])[CH2:25][C:21]2([CH2:24][CH2:23][CH2:22]2)[O:20][C:19]([NH2:26])=[N:18]1.[F:1][C:2]1[CH:7]=[CH:6][C:5](/[CH:8]=[CH:9]/[C:10]2[CH:15]=[CH:14][C:13]([F:16])=[CH:12][CH:11]=2)=[CH:4][C:3]=1[C@:17]1([CH3:34])[CH2:25][C:21]2([CH2:22][CH2:23][CH2:24]2)[O:20][C:19]([NH:26][C:27](=[O:33])[O:28][C:29]([CH3:31])([CH3:30])[CH3:32])=[N:18]1. (6) Given the reactants [CH3:1][C:2]1[CH:9]=[CH:8][CH:7]=[CH:6][C:3]=1[CH2:4]Cl.[I-].[Na+].[NH2:12][C:13]1[C:21]2[N:20]=[C:19]([CH3:22])[N:18]([CH3:23])[C:17]=2[CH:16]=[C:15]([Br:24])[CH:14]=1.C(=O)([O-])[O-].[K+].[K+], predict the reaction product. The product is: [Br:24][C:15]1[CH:14]=[C:13]([NH:12][CH2:4][C:3]2[CH:6]=[CH:7][CH:8]=[CH:9][C:2]=2[CH3:1])[C:21]2[N:20]=[C:19]([CH3:22])[N:18]([CH3:23])[C:17]=2[CH:16]=1. (7) The product is: [CH2:1]([O:8][C:9](=[O:41])[N:10]([CH:12]([C:14](=[O:40])[NH:15][CH:16]([C:21]([N:23]1[CH2:27][CH2:26][CH:25]2[N:28]([C:52](=[O:53])[CH3:51])[CH2:29][CH:30]([O:31][C:32]3[CH:37]=[CH:36][C:35]([F:38])=[C:34]([F:39])[CH:33]=3)[CH:24]12)=[O:22])[C:17]([CH3:19])([CH3:18])[CH3:20])[CH3:13])[CH3:11])[C:2]1[CH:7]=[CH:6][CH:5]=[CH:4][CH:3]=1. Given the reactants [CH2:1]([O:8][C:9](=[O:41])[N:10]([CH:12]([C:14](=[O:40])[NH:15][CH:16]([C:21]([N:23]1[CH2:27][CH2:26][CH:25]2[NH:28][CH2:29][CH:30]([O:31][C:32]3[CH:37]=[CH:36][C:35]([F:38])=[C:34]([F:39])[CH:33]=3)[CH:24]12)=[O:22])[C:17]([CH3:20])([CH3:19])[CH3:18])[CH3:13])[CH3:11])[C:2]1[CH:7]=[CH:6][CH:5]=[CH:4][CH:3]=1.CCN(C(C)C)C(C)C.[CH3:51][C:52](OC(C)=O)=[O:53], predict the reaction product.